This data is from Full USPTO retrosynthesis dataset with 1.9M reactions from patents (1976-2016). The task is: Predict the reactants needed to synthesize the given product. (1) Given the product [Cl:24][C:14]1[CH:13]=[C:12](/[C:4](=[CH:5]\[CH:6]2[CH2:11][CH2:10][CH2:9][CH2:8][CH2:7]2)/[C:3]([OH:25])=[O:2])[CH:17]=[CH:16][C:15]=1[N:18]1[C:22]([CH3:23])=[N:21][N:20]=[N:19]1, predict the reactants needed to synthesize it. The reactants are: C[O:2][C:3](=[O:25])/[C:4](/[C:12]1[CH:17]=[CH:16][C:15]([N:18]2[C:22]([CH3:23])=[N:21][N:20]=[N:19]2)=[C:14]([Cl:24])[CH:13]=1)=[CH:5]/[CH:6]1[CH2:11][CH2:10][CH2:9][CH2:8][CH2:7]1.[OH-].[Na+]. (2) Given the product [CH:1]1([C:7]2[S:18][C:10]3[N:11]=[C:12]([CH3:17])[N:13]=[C:14]([C:15]([O:20][CH2:21][CH3:22])=[O:28])[C:9]=3[CH:8]=2)[CH2:2][CH2:3][CH2:4][CH2:5][CH2:6]1, predict the reactants needed to synthesize it. The reactants are: [CH:1]1([C:7]2[S:18][C:10]3[N:11]=[C:12]([CH3:17])[N:13]=[C:14]([C:15]#N)[C:9]=3[CH:8]=2)[CH2:6][CH2:5][CH2:4][CH2:3][CH2:2]1.Cl.[O:20]1CCO[CH2:22][CH2:21]1.CC[OH:28]. (3) Given the product [CH3:12][Si:11]([CH3:14])([CH3:13])[C:9]1[O:8][C:7]2[C:2](=[N:3][CH:4]=[CH:5][CH:6]=2)[CH:10]=1, predict the reactants needed to synthesize it. The reactants are: Br[C:2]1[C:7]([OH:8])=[CH:6][CH:5]=[CH:4][N:3]=1.[C:9]([Si:11]([CH3:14])([CH3:13])[CH3:12])#[CH:10]. (4) Given the product [CH:17]1([N:7]2[C:8]3[C:4](=[CH:3][C:2]([Br:1])=[CH:10][N:9]=3)[CH:5]=[CH:6]2)[CH2:20][CH2:19][CH2:18]1, predict the reactants needed to synthesize it. The reactants are: [Br:1][C:2]1[CH:3]=[C:4]2[C:8](=[N:9][CH:10]=1)[NH:7][CH:6]=[CH:5]2.C(=O)([O-])[O-].[Cs+].[Cs+].[CH:17]1(Br)[CH2:20][CH2:19][CH2:18]1. (5) The reactants are: [CH3:1][O:2][C:3]([C:5]1[CH:6]=[C:7]2[C:12](=[CH:13][CH:14]=1)[NH:11][CH:10]([C:15]1[CH:16]=[C:17]([CH:21]=[CH:22][CH:23]=1)[C:18]([OH:20])=O)[C:9]([CH3:25])([CH3:24])[CH2:8]2)=[O:4].C(N1C=CN=C1)(N1C=CN=C1)=O.[CH3:38][S:39]([NH2:42])(=[O:41])=[O:40].N12CCCN=C1CCCCC2. Given the product [CH3:1][O:2][C:3]([C:5]1[CH:6]=[C:7]2[C:12](=[CH:13][CH:14]=1)[NH:11][CH:10]([C:15]1[CH:23]=[CH:22][CH:21]=[C:17]([C:18](=[O:20])[NH:42][S:39]([CH3:38])(=[O:41])=[O:40])[CH:16]=1)[C:9]([CH3:24])([CH3:25])[CH2:8]2)=[O:4], predict the reactants needed to synthesize it. (6) The reactants are: Br[C:2]1[S:3][C:4]([C:12](OC)=[O:13])=[C:5]([CH2:7][C:8](OC)=[O:9])[N:6]=1.[H-].[Al+3].[Li+].[H-].[H-].[H-].[OH-].[Na+].S([O-])([O-])(=O)=O.[Mg+2]. Given the product [OH:9][CH2:8][CH2:7][C:5]1[N:6]=[CH:2][S:3][C:4]=1[CH2:12][OH:13], predict the reactants needed to synthesize it. (7) Given the product [ClH:1].[CH3:14][C:13]([C:11]1[S:12][C:8]([C:6]2[CH:5]=[CH:4][N:3]=[C:2]([NH:48][C:45]3[CH:46]=[N:47][C:42]([N:36]4[CH2:37][CH2:38][O:39][CH2:40][CH2:41]4)=[CH:43][CH:44]=3)[N:7]=2)=[C:9]([C:17]2[CH:18]=[CH:19][C:20]([F:35])=[C:21]([NH:23][S:24]([C:27]3[C:32]([F:33])=[CH:31][CH:30]=[CH:29][C:28]=3[F:34])(=[O:26])=[O:25])[CH:22]=2)[N:10]=1)([CH3:16])[CH3:15], predict the reactants needed to synthesize it. The reactants are: [Cl:1][C:2]1[N:7]=[C:6]([C:8]2[S:12][C:11]([C:13]([CH3:16])([CH3:15])[CH3:14])=[N:10][C:9]=2[C:17]2[CH:18]=[CH:19][C:20]([F:35])=[C:21]([NH:23][S:24]([C:27]3[C:32]([F:33])=[CH:31][CH:30]=[CH:29][C:28]=3[F:34])(=[O:26])=[O:25])[CH:22]=2)[CH:5]=[CH:4][N:3]=1.[N:36]1([C:42]2[N:47]=[CH:46][C:45]([NH2:48])=[CH:44][CH:43]=2)[CH2:41][CH2:40][O:39][CH2:38][CH2:37]1.Cl.